Dataset: Reaction yield outcomes from USPTO patents with 853,638 reactions. Task: Predict the reaction yield, written as a fraction of the theoretical maximum amount of product (1.0 means a 100% yield; for example, 0.34 means a 34% yield). (1) The reactants are [CH3:1][S:2]([N:5]1[CH2:10][CH2:9][C:8]2[N:11]([CH2:24][CH2:25][CH:26]=O)[N:12]=[C:13]([C:14]3[CH:19]=[CH:18][C:17]([C:20]([F:23])([F:22])[F:21])=[CH:16][CH:15]=3)[C:7]=2[CH2:6]1)(=[O:4])=[O:3].Cl.[NH:29]1[CH2:34][CH2:33][CH:32]([N:35]2[C:39]3[CH:40]=[CH:41][CH:42]=[CH:43][C:38]=3[N:37]=[N:36]2)[CH2:31][CH2:30]1.CC(O)=O.[BH-](OC(C)=O)(OC(C)=O)OC(C)=O.[Na+].C([O-])(O)=O.[Na+]. The catalyst is C(Cl)Cl.CCN(CC)CC. The product is [CH3:1][S:2]([N:5]1[CH2:10][CH2:9][C:8]2[N:11]([CH2:24][CH2:25][CH2:26][N:29]3[CH2:30][CH2:31][CH:32]([N:35]4[C:39]5[CH:40]=[CH:41][CH:42]=[CH:43][C:38]=5[N:37]=[N:36]4)[CH2:33][CH2:34]3)[N:12]=[C:13]([C:14]3[CH:19]=[CH:18][C:17]([C:20]([F:23])([F:22])[F:21])=[CH:16][CH:15]=3)[C:7]=2[CH2:6]1)(=[O:4])=[O:3]. The yield is 0.800. (2) The reactants are [CH3:1][O:2][C:3]([C:5]1[N:6]=C[O:8][C:9]=1[C:10]1[CH:15]=[CH:14][C:13]([C:16]2[CH:21]=[CH:20][CH:19]=[CH:18][CH:17]=2)=[CH:12][CH:11]=1)=[O:4].[ClH:22]. The yield is 0.670. The product is [ClH:22].[CH3:1][O:2][C:3](=[O:4])[CH:5]([NH2:6])[C:9]([C:10]1[CH:15]=[CH:14][C:13]([C:16]2[CH:21]=[CH:20][CH:19]=[CH:18][CH:17]=2)=[CH:12][CH:11]=1)=[O:8]. The catalyst is CO.ClCCl. (3) The reactants are [CH:1]1([NH2:7])[CH2:6][CH2:5][CH2:4][CH2:3][CH2:2]1.C([O:10][C:11]([C:13]1[C:14](=[O:32])[N:15]([CH2:25][C:26]2[CH:31]=[CH:30][CH:29]=[CH:28][CH:27]=2)[C:16]2[C:21]([C:22]=1[OH:23])=[CH:20][C:19]([CH3:24])=[CH:18][CH:17]=2)=O)C. The catalyst is C1(C)C=CC=CC=1.O. The product is [CH:1]1([NH:7][C:11]([C:13]2[C:14](=[O:32])[N:15]([CH2:25][C:26]3[CH:27]=[CH:28][CH:29]=[CH:30][CH:31]=3)[C:16]3[C:21]([C:22]=2[OH:23])=[CH:20][C:19]([CH3:24])=[CH:18][CH:17]=3)=[O:10])[CH2:6][CH2:5][CH2:4][CH2:3][CH2:2]1. The yield is 0.950. (4) The reactants are [NH:1]1[CH:5]=[CH:4][N:3]=[C:2]1[C:6]1[CH:11]=[CH:10][C:9]([N:12]2[C:16]([C:17]3[CH:22]=[CH:21][C:20]([O:23][CH3:24])=[CH:19][CH:18]=3)=[CH:15][CH:14]=[C:13]2[CH2:25][CH2:26][C:27]([O:29]CC)=[O:28])=[C:8]([CH3:32])[CH:7]=1.O.[OH-].[Li+]. The catalyst is C1COCC1.O. The product is [NH:1]1[CH:5]=[CH:4][N:3]=[C:2]1[C:6]1[CH:11]=[CH:10][C:9]([N:12]2[C:16]([C:17]3[CH:22]=[CH:21][C:20]([O:23][CH3:24])=[CH:19][CH:18]=3)=[CH:15][CH:14]=[C:13]2[CH2:25][CH2:26][C:27]([OH:29])=[O:28])=[C:8]([CH3:32])[CH:7]=1. The yield is 0.820. (5) The reactants are [F:1][C:2]1[CH:3]=[CH:4][C:5]2[N:6]([C:8]([N:11]3[CH2:16][CH2:15][CH:14]([C:17]([OH:20])([CH3:19])[CH3:18])[CH2:13][CH2:12]3)=[N:9][N:10]=2)[CH:7]=1.FC(F)(F)S(O[Si:27]([CH:34]([CH3:36])[CH3:35])([CH:31]([CH3:33])[CH3:32])[CH:28]([CH3:30])[CH3:29])(=O)=O.CCN(CC)CC.O. The catalyst is C(Cl)Cl.CO. The product is [F:1][C:2]1[CH:3]=[CH:4][C:5]2[N:6]([C:8]([N:11]3[CH2:12][CH2:13][CH:14]([C:17]([CH3:18])([O:20][Si:27]([CH:34]([CH3:36])[CH3:35])([CH:31]([CH3:33])[CH3:32])[CH:28]([CH3:30])[CH3:29])[CH3:19])[CH2:15][CH2:16]3)=[N:9][N:10]=2)[CH:7]=1. The yield is 0.790. (6) The reactants are [NH:1]1[C:5]2[CH:6]=[CH:7][CH:8]=[CH:9][C:4]=2[N:3]=[C:2]1[C:10]1[C:11]([NH2:17])=[N:12][CH:13]=[C:14](Br)[N:15]=1.C(=O)([O-])[O-].[Cs+].[Cs+].[N:24]1[CH:29]=[CH:28][CH:27]=[C:26]([OH:30])[CH:25]=1. The catalyst is CN(C=O)C.[Cu]. The product is [NH:1]1[C:5]2[CH:6]=[CH:7][CH:8]=[CH:9][C:4]=2[N:3]=[C:2]1[C:10]1[C:11]([NH2:17])=[N:12][CH:13]=[C:14]([O:30][C:26]2[CH:25]=[N:24][CH:29]=[CH:28][CH:27]=2)[N:15]=1. The yield is 0.110. (7) The reactants are [Sn](Cl)Cl.[Br:4][C:5]1[C:24]([CH3:25])=[CH:23][C:8]([C:9]([NH:11][NH:12][C:13]2[CH:18]=[C:17]([Cl:19])[CH:16]=[CH:15][C:14]=2[S:20][CH2:21][CH3:22])=[O:10])=[C:7]([N+:26]([O-])=O)[CH:6]=1.[OH-].[Na+]. The catalyst is O.CCOC(C)=O. The product is [NH2:26][C:7]1[CH:6]=[C:5]([Br:4])[C:24]([CH3:25])=[CH:23][C:8]=1[C:9]([NH:11][NH:12][C:13]1[CH:18]=[C:17]([Cl:19])[CH:16]=[CH:15][C:14]=1[S:20][CH2:21][CH3:22])=[O:10]. The yield is 0.780.